This data is from Forward reaction prediction with 1.9M reactions from USPTO patents (1976-2016). The task is: Predict the product of the given reaction. (1) Given the reactants [CH2:1]([O:3][C:4]([C:6]1[C:7]2[C:15](=O)[C:14](=[CH:17][N:18]([CH3:20])C)[CH2:13][CH2:12][CH2:11][C:8]=2[NH:9][CH:10]=1)=[O:5])[CH3:2].C(O)(=O)C.C(N)=[NH:26], predict the reaction product. The product is: [CH2:1]([O:3][C:4]([C:6]1[C:7]2[C:15]3[N:26]=[CH:20][N:18]=[CH:17][C:14]=3[CH2:13][CH2:12][CH2:11][C:8]=2[NH:9][CH:10]=1)=[O:5])[CH3:2]. (2) Given the reactants O=[C:2]1[CH2:6][CH2:5][CH2:4][CH:3]1[C:7]([O:9][CH2:10][CH3:11])=[O:8].[CH3:12][C:13]1[N:18]=[C:17]([NH:19][NH2:20])[CH:16]=[CH:15][CH:14]=1, predict the reaction product. The product is: [CH2:10]([O:9][C:7]([CH:3]1[CH2:4][CH2:5][CH2:6][C:2]1=[N:20][NH:19][C:17]1[CH:16]=[CH:15][CH:14]=[C:13]([CH3:12])[N:18]=1)=[O:8])[CH3:11].